Dataset: Catalyst prediction with 721,799 reactions and 888 catalyst types from USPTO. Task: Predict which catalyst facilitates the given reaction. (1) Reactant: C([O:5][C:6](=[O:36])[CH2:7][O:8][C:9]1[C:18]2[CH2:17][CH2:16][CH2:15][C@@H:14]([NH:19][S:20]([C:23]3[CH:28]=[CH:27][C:26]([C:29]4[CH:34]=[CH:33][C:32]([CH3:35])=[CH:31][CH:30]=4)=[CH:25][CH:24]=3)(=[O:22])=[O:21])[C:13]=2[CH:12]=[CH:11][CH:10]=1)(C)(C)C.FC(F)(F)C(O)=O. Product: [CH3:35][C:32]1[CH:33]=[CH:34][C:29]([C:26]2[CH:25]=[CH:24][C:23]([S:20]([NH:19][C@@H:14]3[CH2:15][CH2:16][CH2:17][C:18]4[C:9]([O:8][CH2:7][C:6]([OH:36])=[O:5])=[CH:10][CH:11]=[CH:12][C:13]3=4)(=[O:22])=[O:21])=[CH:28][CH:27]=2)=[CH:30][CH:31]=1. The catalyst class is: 4. (2) Reactant: [Cl:1][C:2]1[CH:9]=[CH:8][C:5]([CH:6]=O)=[C:4]([N+]([O-])=O)[CH:3]=1.C(=O)([O-])[O-].[K+].[K+].[C:19]([O:23][CH3:24])(=[O:22])[CH2:20][SH:21]. Product: [CH3:24][O:23][C:19]([C:20]1[S:21][C:4]2[CH:3]=[C:2]([Cl:1])[CH:9]=[CH:8][C:5]=2[CH:6]=1)=[O:22]. The catalyst class is: 3. (3) Reactant: [NH2:1][C:2]1[CH:7]=[CH:6][CH:5]=[C:4]([CH3:8])[CH:3]=1.Br[C:10]1[CH:11]=[C:12]([CH:16]2[O:20][CH2:19][CH2:18][O:17]2)[CH:13]=[CH:14][CH:15]=1.CC(C)([O-])C.[Na+]. Product: [O:17]1[CH2:18][CH2:19][O:20][CH:16]1[C:12]1[CH:11]=[C:10]([NH:1][C:2]2[CH:7]=[CH:6][CH:5]=[C:4]([CH3:8])[CH:3]=2)[CH:15]=[CH:14][CH:13]=1. The catalyst class is: 101.